Task: Predict the reactants needed to synthesize the given product.. Dataset: Full USPTO retrosynthesis dataset with 1.9M reactions from patents (1976-2016) (1) Given the product [F:23][C:21]1[CH:20]=[N:19][CH:18]=[C:17]([F:16])[C:22]=1[CH:4]=[O:5], predict the reactants needed to synthesize it. The reactants are: CN([CH:4]=[O:5])C.[Li+].C[Si]([N-][Si](C)(C)C)(C)C.[F:16][C:17]1[CH:18]=[N:19][CH:20]=[C:21]([F:23])[CH:22]=1.Cl. (2) Given the product [Cl:19][C:20]1[CH:25]=[CH:24][CH:23]=[C:22]([Cl:26])[C:21]=1[CH2:27][C:28]([NH:1][N:2]1[N:11]=[C:10]([N:12]2[CH2:17][CH2:16][O:15][CH2:14][CH2:13]2)[C:9]2[C:4](=[CH:5][CH:6]=[CH:7][CH:8]=2)[C:3]1=[O:18])=[O:29], predict the reactants needed to synthesize it. The reactants are: [NH2:1][N:2]1[N:11]=[C:10]([N:12]2[CH2:17][CH2:16][O:15][CH2:14][CH2:13]2)[C:9]2[C:4](=[CH:5][CH:6]=[CH:7][CH:8]=2)[C:3]1=[O:18].[Cl:19][C:20]1[CH:25]=[CH:24][CH:23]=[C:22]([Cl:26])[C:21]=1[CH2:27][C:28](O)=[O:29]. (3) The reactants are: Cl[C:2]1[N:7]=[CH:6][N:5]=[C:4]([NH2:8])[CH:3]=1.[NH2:9][C:10]1[CH:11]=[CH:12][C:13]([O:16][CH3:17])=[N:14][CH:15]=1.CC(O)C.C([O-])([O-])=O.[Na+].[Na+]. Given the product [CH3:17][O:16][C:13]1[N:14]=[CH:15][C:10]([NH:9][C:2]2[CH:3]=[C:4]([NH2:8])[N:5]=[CH:6][N:7]=2)=[CH:11][CH:12]=1, predict the reactants needed to synthesize it. (4) Given the product [Cl:1][C:2]1[C:3]([CH:11]([CH:13]2[CH2:18][CH2:17][CH2:16][CH2:15][CH2:14]2)[OH:12])=[C:4]2[CH:10]=[CH:9][NH:8][C:5]2=[N:6][CH:7]=1, predict the reactants needed to synthesize it. The reactants are: [Cl:1][C:2]1[CH:7]=[N:6][C:5]2[NH:8][CH:9]=[CH:10][C:4]=2[C:3]=1[CH:11]=[O:12].[CH:13]1([Mg]Cl)[CH2:18][CH2:17][CH2:16][CH2:15][CH2:14]1.O. (5) Given the product [Br:30][C:6]1[N:5]([CH:3]2[CH2:4][O:1][CH2:2]2)[CH:9]=[C:8]([C:10]([O:12][CH2:13][CH3:14])=[O:11])[N:7]=1, predict the reactants needed to synthesize it. The reactants are: [O:1]1[CH2:4][CH:3]([N:5]2[CH:9]=[C:8]([C:10]([O:12][CH2:13][CH3:14])=[O:11])[N:7]=[CH:6]2)[CH2:2]1.[O-]P([O-])([O-])=O.[K+].[K+].[K+].C1C(=O)N([Br:30])C(=O)C1. (6) The reactants are: [H-].[Na+].[CH3:3][N:4]([CH3:28])[C@@H:5]1[CH2:9][CH2:8][N:7]([C:10]2[CH:15]=[CH:14][C:13]([NH:16][C:17]([C:19]3[S:20][C:21]([Br:27])=[CH:22][C:23]=3[CH2:24][CH2:25]Cl)=[O:18])=[CH:12][CH:11]=2)[CH2:6]1.O.C(OCC)(=O)C. Given the product [Br:27][C:21]1[S:20][C:19]2[C:17](=[O:18])[N:16]([C:13]3[CH:14]=[CH:15][C:10]([N:7]4[CH2:8][CH2:9][C@@H:5]([N:4]([CH3:28])[CH3:3])[CH2:6]4)=[CH:11][CH:12]=3)[CH2:25][CH2:24][C:23]=2[CH:22]=1, predict the reactants needed to synthesize it. (7) Given the product [Cl:1][C:2]1[CH:3]=[C:4]([C@@H:8]([OH:37])[CH2:9][NH:10][CH2:11][CH2:12][C:13]2[CH:18]=[CH:17][C:16]([S:19]([C:22]3[CH:23]=[C:24]([CH:34]=[CH:35][CH:36]=3)[O:25][C:26]([CH3:33])([CH3:32])[C:27]([O-:29])=[O:28])(=[O:20])=[O:21])=[CH:15][CH:14]=2)[CH:5]=[CH:6][CH:7]=1.[Na+:39], predict the reactants needed to synthesize it. The reactants are: [Cl:1][C:2]1[CH:3]=[C:4]([C@@H:8]([OH:37])[CH2:9][NH:10][CH2:11][CH2:12][C:13]2[CH:18]=[CH:17][C:16]([S:19]([C:22]3[CH:23]=[C:24]([CH:34]=[CH:35][CH:36]=3)[O:25][C:26]([CH3:33])([CH3:32])[C:27]([O:29]CC)=[O:28])(=[O:21])=[O:20])=[CH:15][CH:14]=2)[CH:5]=[CH:6][CH:7]=1.[OH-].[Na+:39]. (8) Given the product [Br:13][C:14]1[CH:15]=[CH:16][C:17]([O:24][CH3:25])=[C:18]([NH:20][C:21]2[S:22][CH:2]=[C:3]([C:5]3[S:9][C:8]([CH3:10])=[N:7][C:6]=3[CH3:11])[N:23]=2)[CH:19]=1, predict the reactants needed to synthesize it. The reactants are: Br[CH2:2][C:3]([C:5]1[S:9][C:8]([CH3:10])=[N:7][C:6]=1[CH3:11])=O.Br.[Br:13][C:14]1[CH:15]=[CH:16][C:17]([O:24][CH3:25])=[C:18]([NH:20][C:21]([NH2:23])=[S:22])[CH:19]=1.